From a dataset of Reaction yield outcomes from USPTO patents with 853,638 reactions. Predict the reaction yield, written as a fraction of the theoretical maximum amount of product (1.0 means a 100% yield; for example, 0.34 means a 34% yield). (1) The reactants are Cl[CH2:2][CH2:3][C:4]1[O:5][C:6]2[CH:12]=[C:11]([C:13]3[C:21]4[C:16](=[CH:17][C:18]([F:22])=[CH:19][CH:20]=4)[N:15](S(C4C=CC=CC=4)(=O)=O)[CH:14]=3)[CH:10]=[CH:9][C:7]=2[N:8]=1.[OH-].[Na+].[CH3:34][S:35]([N:38]1[CH2:43][CH2:42][NH:41][CH2:40][CH2:39]1)(=[O:37])=[O:36]. The catalyst is CO. The product is [F:22][C:18]1[CH:17]=[C:16]2[C:21]([C:13]([C:11]3[CH:10]=[CH:9][C:7]4[N:8]=[C:4]([CH2:3][CH2:2][N:41]5[CH2:42][CH2:43][N:38]([S:35]([CH3:34])(=[O:37])=[O:36])[CH2:39][CH2:40]5)[O:5][C:6]=4[CH:12]=3)=[CH:14][NH:15]2)=[CH:20][CH:19]=1. The yield is 0.680. (2) The reactants are [Cl:1][C:2]1[CH:3]=[C:4]2[C:8](=[C:9]([NH:11][CH:12]3[CH2:16][CH2:15][CH2:14][CH2:13]3)[CH:10]=1)[NH:7][C:6]([C:17]1[S:18][CH2:19][C@@H:20]([CH2:22][CH2:23]O)[N:21]=1)=[CH:5]2.II.N1C=CN=C1.[NH:32]1[CH:36]=[CH:35][CH:34]=[N:33]1.[H-].[Na+]. The catalyst is O1CCCC1. The product is [Cl:1][C:2]1[CH:3]=[C:4]2[C:8](=[C:9]([NH:11][CH:12]3[CH2:16][CH2:15][CH2:14][CH2:13]3)[CH:10]=1)[NH:7][C:6]([C:17]1[S:18][CH2:19][C@@H:20]([CH2:22][CH2:23][N:32]3[CH:36]=[CH:35][CH:34]=[N:33]3)[N:21]=1)=[CH:5]2. The yield is 0.340. (3) The reactants are [O:1]1[C:5]2[CH:6]=[CH:7][C:8]([C:10]3([C:13]([NH:15][C:16]4[CH:21]=[CH:20][C:19]([CH3:22])=[C:18](Br)[CH:17]=4)=[O:14])[CH2:12][CH2:11]3)=[CH:9][C:4]=2[O:3][CH2:2]1.[OH:24][CH2:25][C:26]1[CH:31]=[CH:30][C:29](B(O)O)=[CH:28][CH:27]=1.C([O-])([O-])=O.[K+].[K+]. The catalyst is CN(C)C=O. The product is [O:1]1[C:5]2[CH:6]=[CH:7][C:8]([C:10]3([C:13]([NH:15][C:16]4[CH:17]=[C:18]([C:29]5[CH:30]=[CH:31][C:26]([CH2:25][OH:24])=[CH:27][CH:28]=5)[C:19]([CH3:22])=[CH:20][CH:21]=4)=[O:14])[CH2:12][CH2:11]3)=[CH:9][C:4]=2[O:3][CH2:2]1. The yield is 0.590. (4) The reactants are C([O:4][C@H:5]([CH3:23])[CH2:6][CH2:7][CH2:8][CH2:9][N:10]1[C:19](=[O:20])[C:18]2[C:14](=[N:15][N:16]([CH3:21])[N:17]=2)[N:13]([CH3:22])[C:11]1=[O:12])(=O)C.Cl.C(OCC)C. The catalyst is CO. The product is [CH3:22][N:13]1[C:14]2[C:18](=[N:17][N:16]([CH3:21])[N:15]=2)[C:19](=[O:20])[N:10]([CH2:9][CH2:8][CH2:7][CH2:6][C@H:5]([OH:4])[CH3:23])[C:11]1=[O:12]. The yield is 0.650. (5) The reactants are [F:1][C:2]1[CH:7]=[CH:6][C:5]([C:8]([F:11])([F:10])[F:9])=[CH:4][C:3]=1[CH2:12][C:13]([OH:15])=O.C(Cl)(=O)C(Cl)=O.[NH2:22][C:23](=[N:29]O)[C:24]([O:26][CH2:27][CH3:28])=[O:25].C(N(CC)C(C)C)(C)C. The catalyst is ClCCl.N1C=CC=CC=1.CN(C=O)C. The product is [F:1][C:2]1[CH:7]=[CH:6][C:5]([C:8]([F:9])([F:10])[F:11])=[CH:4][C:3]=1[CH2:12][C:13]1[O:15][N:29]=[C:23]([C:24]([O:26][CH2:27][CH3:28])=[O:25])[N:22]=1. The yield is 0.200. (6) The reactants are C1(S([N:10]2[C:18]3[C:13](=[CH:14][CH:15]=[C:16]([F:19])[CH:17]=3)[C:12]([C:20]3[CH:21]=[CH:22][C:23]4[O:27][C:26]([CH2:28][CH2:29][S:30][CH3:31])=[N:25][C:24]=4[CH:32]=3)=[CH:11]2)(=O)=O)C=CC=CC=1.[OH-].[Na+]. The catalyst is CO.O. The product is [F:19][C:16]1[CH:17]=[C:18]2[C:13]([C:12]([C:20]3[CH:21]=[CH:22][C:23]4[O:27][C:26]([CH2:28][CH2:29][S:30][CH3:31])=[N:25][C:24]=4[CH:32]=3)=[CH:11][NH:10]2)=[CH:14][CH:15]=1. The yield is 0.310.